This data is from Catalyst prediction with 721,799 reactions and 888 catalyst types from USPTO. The task is: Predict which catalyst facilitates the given reaction. (1) Reactant: C(OC([N:8]1[CH2:13][CH2:12][N:11]([C:14]([O:16][CH2:17][C:18]2[CH:23]=[CH:22][CH:21]=[CH:20][CH:19]=2)=[O:15])[C@@H:10]([C:24](=[O:36])[NH:25][CH2:26][C:27]2[CH:32]=[CH:31][C:30]([CH2:33][CH2:34][CH3:35])=[CH:29][CH:28]=2)[CH2:9]1)=O)(C)(C)C.Cl.O1CCOCC1. Product: [CH2:17]([O:16][C:14]([N:11]1[CH2:12][CH2:13][NH:8][CH2:9][C@@H:10]1[C:24](=[O:36])[NH:25][CH2:26][C:27]1[CH:32]=[CH:31][C:30]([CH2:33][CH2:34][CH3:35])=[CH:29][CH:28]=1)=[O:15])[C:18]1[CH:23]=[CH:22][CH:21]=[CH:20][CH:19]=1. The catalyst class is: 12. (2) Reactant: [OH:1][C:2]1[CH:7]=[CH:6][N:5]([C:8]2[CH:9]=[CH:10][C:11]3[N:15]=[C:14]([CH:16]4[CH2:18][CH:17]4[C:19]([OH:22])([CH3:21])[CH3:20])[N:13]([CH3:23])[C:12]=3[CH:24]=2)[C:4](=[O:25])[CH:3]=1.[Cl:26][C:27]1[S:31][CH:30]=[C:29]([CH2:32]O)[CH:28]=1.C(P(CCCC)CCCC)CCC.N(C(N1CCCCC1)=O)=NC(N1CCCCC1)=O. Product: [Cl:26][C:27]1[S:31][CH:30]=[C:29]([CH2:32][O:1][C:2]2[CH:7]=[CH:6][N:5]([C:8]3[CH:9]=[CH:10][C:11]4[N:15]=[C:14]([CH:16]5[CH2:18][CH:17]5[C:19]([OH:22])([CH3:20])[CH3:21])[N:13]([CH3:23])[C:12]=4[CH:24]=3)[C:4](=[O:25])[CH:3]=2)[CH:28]=1. The catalyst class is: 1.